Dataset: Full USPTO retrosynthesis dataset with 1.9M reactions from patents (1976-2016). Task: Predict the reactants needed to synthesize the given product. (1) The reactants are: CC1(C)C(C)(C)OB([C:9]2[CH:10]=[C:11]([CH:28]=[CH:29][CH:30]=2)[C:12]([NH:14][C:15]2[CH:27]=[CH:26][C:18]([C:19]([O:21][C:22]([CH3:25])([CH3:24])[CH3:23])=[O:20])=[CH:17][CH:16]=2)=[O:13])O1.[Br:32][C:33]1[C:34]2[N:35]([N:40]=[CH:41][N:42]=2)[CH:36]=[C:37](I)[CH:38]=1.C(=O)([O-])[O-].[Na+].[Na+]. Given the product [Br:32][C:33]1[C:34]2[N:35]([N:40]=[CH:41][N:42]=2)[CH:36]=[C:37]([C:9]2[CH:10]=[C:11]([CH:28]=[CH:29][CH:30]=2)[C:12]([NH:14][C:15]2[CH:27]=[CH:26][C:18]([C:19]([O:21][C:22]([CH3:25])([CH3:23])[CH3:24])=[O:20])=[CH:17][CH:16]=2)=[O:13])[CH:38]=1, predict the reactants needed to synthesize it. (2) Given the product [Cl:1][C:2]1[CH:7]=[C:6]([O:8][CH2:44][CH2:45][CH2:46][S:47]([CH3:50])(=[O:49])=[O:48])[CH:5]=[CH:4][C:3]=1[C:9]1[CH:14]=[CH:13][CH:12]=[C:11]([CH2:15][O:16][C:17]2[CH:22]=[CH:21][C:20]([C:23]3([CH2:27][C:28]([O:30][CH2:31][CH3:32])=[O:29])[CH2:24][O:25][CH2:26]3)=[CH:19][CH:18]=2)[CH:10]=1, predict the reactants needed to synthesize it. The reactants are: [Cl:1][C:2]1[CH:7]=[C:6]([OH:8])[CH:5]=[CH:4][C:3]=1[C:9]1[CH:14]=[CH:13][CH:12]=[C:11]([CH2:15][O:16][C:17]2[CH:22]=[CH:21][C:20]([C:23]3([CH2:27][C:28]([O:30][CH2:31][CH3:32])=[O:29])[CH2:26][O:25][CH2:24]3)=[CH:19][CH:18]=2)[CH:10]=1.CC1C=CC(S(O[CH2:44][CH2:45][CH2:46][S:47]([CH3:50])(=[O:49])=[O:48])(=O)=O)=CC=1.C(=O)([O-])[O-].[Cs+].[Cs+]. (3) Given the product [N:35]1[CH:36]=[CH:37][N:38]2[CH2:43][CH2:42][N:41]([C:31]([CH:28]3[CH2:29][CH2:30][CH:25]([NH:24][C:20]4[N:19]=[C:18]([N:13]5[C:14]6[C:10](=[C:9]([O:8][CH2:7][CH2:6][CH2:5][S:2]([CH3:1])(=[O:4])=[O:3])[CH:17]=[CH:16][CH:15]=6)[CH:11]=[CH:12]5)[CH:23]=[CH:22][N:21]=4)[CH2:26][CH2:27]3)=[O:32])[CH2:40][C:39]=12, predict the reactants needed to synthesize it. The reactants are: [CH3:1][S:2]([CH2:5][CH2:6][CH2:7][O:8][C:9]1[CH:17]=[CH:16][CH:15]=[C:14]2[C:10]=1[CH:11]=[CH:12][N:13]2[C:18]1[CH:23]=[CH:22][N:21]=[C:20]([NH:24][CH:25]2[CH2:30][CH2:29][CH:28]([C:31]([O-])=[O:32])[CH2:27][CH2:26]2)[N:19]=1)(=[O:4])=[O:3].[Na+].[N:35]1[CH:36]=[CH:37][N:38]2[CH2:43][CH2:42][NH:41][CH2:40][C:39]=12.CCN(C(C)C)C(C)C.C1COCC1. (4) Given the product [C:1]([C:3]1[C:4]([N:18]2[CH2:23][CH2:22][N:21]([C:33]([NH:32][CH2:31][C:27]3[CH:28]=[CH:29][CH:30]=[C:25]([F:24])[CH:26]=3)=[O:34])[CH2:20][CH2:19]2)=[N:5][C:6]([C:14]([F:15])([F:17])[F:16])=[C:7]([CH:13]=1)[C:8]([O:10][CH2:11][CH3:12])=[O:9])#[N:2], predict the reactants needed to synthesize it. The reactants are: [C:1]([C:3]1[C:4]([N:18]2[CH2:23][CH2:22][NH:21][CH2:20][CH2:19]2)=[N:5][C:6]([C:14]([F:17])([F:16])[F:15])=[C:7]([CH:13]=1)[C:8]([O:10][CH2:11][CH3:12])=[O:9])#[N:2].[F:24][C:25]1[CH:30]=[CH:29][CH:28]=[C:27]([CH2:31][N:32]=[C:33]=[O:34])[CH:26]=1. (5) Given the product [ClH:38].[CH:14]1([C:12](=[O:13])[CH:11]([N:8]2[CH2:9][CH2:10][CH:5]([SH:4])/[C:6](=[CH:24]/[C:25]3[N:26]=[N:27][N:28]([CH2:30][CH2:31][CH2:32][C:33]([O:35][CH2:36][CH3:37])=[O:34])[N:29]=3)/[CH2:7]2)[C:17]2[CH:22]=[CH:21][CH:20]=[CH:19][C:18]=2[F:23])[CH2:15][CH2:16]1, predict the reactants needed to synthesize it. The reactants are: C([S:4][CH:5]1[CH2:10][CH2:9][N:8]([CH:11]([C:17]2[CH:22]=[CH:21][CH:20]=[CH:19][C:18]=2[F:23])[C:12]([CH:14]2[CH2:16][CH2:15]2)=[O:13])[CH2:7]/[C:6]/1=[CH:24]\[C:25]1[N:26]=[N:27][N:28]([CH2:30][CH2:31][CH2:32][C:33]([O:35][CH2:36][CH3:37])=[O:34])[N:29]=1)(=O)C.[ClH:38]. (6) Given the product [CH:11]1([C:8]([C:4]2[CH:3]=[C:2]([OH:1])[CH:7]=[CH:6][CH:5]=2)([OH:10])[CH3:9])[CH2:16][CH2:15][CH2:14][CH2:13][CH2:12]1, predict the reactants needed to synthesize it. The reactants are: [OH:1][C:2]1[CH:3]=[C:4]([C:8](=[O:10])[CH3:9])[CH:5]=[CH:6][CH:7]=1.[CH:11]1([Mg]Cl)[CH2:16][CH2:15][CH2:14][CH2:13][CH2:12]1.